Dataset: Reaction yield outcomes from USPTO patents with 853,638 reactions. Task: Predict the reaction yield, written as a fraction of the theoretical maximum amount of product (1.0 means a 100% yield; for example, 0.34 means a 34% yield). (1) The reactants are [OH:1][C:2]1[CH:3]=[C:4]2[C:8](=[CH:9][CH:10]=1)[NH:7][CH:6]=[CH:5]2.[CH2:11](Br)[CH:12]=[CH2:13].C([O-])([O-])=O.[Cs+].[Cs+]. The product is [CH2:13]([O:1][C:2]1[CH:3]=[C:4]2[C:8](=[CH:9][CH:10]=1)[NH:7][CH:6]=[CH:5]2)[CH:12]=[CH2:11]. The yield is 0.790. The catalyst is CN(C=O)C.O. (2) The reactants are [N+:1]([C:4]1[CH:5]=[C:6]2[CH:12]=[CH:11][NH:10][C:7]2=[N:8][CH:9]=1)([O-:3])=[O:2].[Cl-].[Al+3].[Cl-].[Cl-].[CH3:17][C:18](Br)([CH3:20])[CH3:19].C(=O)(O)[O-]. The catalyst is ClCCl. The product is [C:18]([C:12]1[C:6]2[C:7](=[N:8][CH:9]=[C:4]([N+:1]([O-:3])=[O:2])[CH:5]=2)[NH:10][CH:11]=1)([CH3:20])([CH3:19])[CH3:17]. The yield is 0.0400. (3) The reactants are C(O)C.[C:4]([C:7]1[CH:8]=[CH:9][C:10]([O:30]CC2C=CC=CC=2)=[C:11]([CH:29]=1)[C:12]([NH:14][C:15]1[CH:20]=[C:19]([C:21]([F:24])([F:23])[F:22])[CH:18]=[C:17]([C:25]([F:28])([F:27])[F:26])[CH:16]=1)=[O:13])(=[O:6])[CH3:5]. The yield is 0.470. The catalyst is [Pd].O1CCCC1. The product is [C:4]([C:7]1[CH:8]=[CH:9][C:10]([OH:30])=[C:11]([CH:29]=1)[C:12]([NH:14][C:15]1[CH:16]=[C:17]([C:25]([F:26])([F:27])[F:28])[CH:18]=[C:19]([C:21]([F:22])([F:23])[F:24])[CH:20]=1)=[O:13])(=[O:6])[CH3:5]. (4) The reactants are [NH:1]1[C:9]2[C:4](=[CH:5][CH:6]=[CH:7][CH:8]=2)[CH:3]=[C:2]1[CH:10]=[CH:11][C:12](=[O:17])[CH2:13][C:14](=[O:16])[CH3:15].[B]=O.[CH3:20][O:21][C:22]1[CH:29]=[C:28]([O:30][CH2:31][C:32]2[CH:37]=[CH:36][N:35]=[CH:34][CH:33]=2)[CH:27]=[CH:26][C:23]=1[CH:24]=O.B(OC(C)C)(OC(C)C)OC(C)C.N1CCCCC1.Cl.C(=O)(O)[O-].[Na+]. The catalyst is C(OCC)(=O)C.[Cl-].[Na+].O. The product is [NH:1]1[C:9]2[C:4](=[CH:5][CH:6]=[CH:7][CH:8]=2)[CH:3]=[C:2]1/[CH:10]=[CH:11]/[C:12](=[O:17])[CH2:13][C:14](=[O:16])/[CH:15]=[CH:24]/[C:23]1[CH:26]=[CH:27][C:28]([O:30][CH2:31][C:32]2[CH:33]=[CH:34][N:35]=[CH:36][CH:37]=2)=[CH:29][C:22]=1[O:21][CH3:20]. The yield is 0.780.